Predict the reactants needed to synthesize the given product. From a dataset of Retrosynthesis with 50K atom-mapped reactions and 10 reaction types from USPTO. (1) Given the product C[C@H]1[C@H](Nc2cnn(CC(=O)NCc3cc[n+]([O-])cc3)c(=O)c2Br)C[C@@H]2C[C@H]1C2(C)C, predict the reactants needed to synthesize it. The reactants are: C[C@H]1[C@H](Nc2cnn(CC(=O)NCc3ccncc3)c(=O)c2Br)C[C@@H]2C[C@H]1C2(C)C.O=C(OO)c1cccc(Cl)c1. (2) The reactants are: CN1C(=O)CCN(C2CCCC2)c2nc(Cl)ncc21.CN1[C@H]2CCC[C@@H]1CC(NC(=O)c1cc(F)c(N)cc1F)C2. Given the product CN1C(=O)CCN(C2CCCC2)c2nc(Nc3cc(F)c(C(=O)NC4C[C@@H]5CCC[C@H](C4)N5C)cc3F)ncc21, predict the reactants needed to synthesize it. (3) Given the product C[C@@H]1CCCN1CCc1cc2ccc(-c3ccc(C#N)cc3)cc2cn1, predict the reactants needed to synthesize it. The reactants are: C[C@@H]1CCCN1CCc1cc2ccc(Br)cc2cn1.N#Cc1ccc(B(O)O)cc1.